Dataset: Forward reaction prediction with 1.9M reactions from USPTO patents (1976-2016). Task: Predict the product of the given reaction. (1) Given the reactants C(OC([N:11]1[CH:16]2[CH2:17][N:18]([S:20]([CH3:23])(=[O:22])=[O:21])[CH2:19][CH:12]1[CH2:13][O:14][CH2:15]2)=O)C1C=CC=CC=1.[H][H], predict the reaction product. The product is: [CH3:23][S:20]([N:18]1[CH2:17][CH:16]2[NH:11][CH:12]([CH2:13][O:14][CH2:15]2)[CH2:19]1)(=[O:22])=[O:21]. (2) Given the reactants Cl[C:2]1[C:11]2[C:6](=[C:7]([C:12]([NH:14][C:15]3[C:20]([Cl:21])=[C:19]([O:22][CH3:23])[CH:18]=[C:17]([O:24][CH3:25])[C:16]=3[Cl:26])=[O:13])[CH:8]=[CH:9][CH:10]=2)[N:5]=[CH:4][N:3]=1.[O:27]1[CH2:32][CH2:31][N:30]([CH2:33][C:34]2[CH:35]=[CH:36][C:37]([NH2:40])=[N:38][CH:39]=2)[CH2:29][CH2:28]1.O1CCOCC1, predict the reaction product. The product is: [Cl:21][C:20]1[C:19]([O:22][CH3:23])=[CH:18][C:17]([O:24][CH3:25])=[C:16]([Cl:26])[C:15]=1[NH:14][C:12]([C:7]1[CH:8]=[CH:9][CH:10]=[C:11]2[C:6]=1[N:5]=[CH:4][N:3]=[C:2]2[NH:40][C:37]1[CH:36]=[CH:35][C:34]([CH2:33][N:30]2[CH2:31][CH2:32][O:27][CH2:28][CH2:29]2)=[CH:39][N:38]=1)=[O:13]. (3) Given the reactants [N+:1]([C:4]1[CH:5]=[C:6]([CH:9]=[C:10]([C:12]([F:15])([F:14])[F:13])[CH:11]=1)[C:7]#[N:8])([O-])=O.C(O)(=O)C.[Sn](Cl)Cl, predict the reaction product. The product is: [NH2:1][C:4]1[CH:5]=[C:6]([CH:9]=[C:10]([C:12]([F:13])([F:14])[F:15])[CH:11]=1)[C:7]#[N:8]. (4) Given the reactants COC1C=CC(C[N:8]2[C:12]3[N:13]=[CH:14][C:15]4[CH2:16][N:17]([S:21]([C:24]5[CH:29]=[CH:28][CH:27]=[CH:26][CH:25]=5)(=[O:23])=[O:22])[CH2:18][CH2:19][C:20]=4[C:11]=3[CH:10]=[N:9]2)=CC=1.FC(F)(F)C(O)=O, predict the reaction product. The product is: [C:24]1([S:21]([N:17]2[CH2:16][C:15]3[CH:14]=[N:13][C:12]4[NH:8][N:9]=[CH:10][C:11]=4[C:20]=3[CH2:19][CH2:18]2)(=[O:23])=[O:22])[CH:29]=[CH:28][CH:27]=[CH:26][CH:25]=1.